From a dataset of Forward reaction prediction with 1.9M reactions from USPTO patents (1976-2016). Predict the product of the given reaction. Given the reactants C[O:2][C:3]1[N:8]=[C:7]([C:9]([O:11]C)=[O:10])[CH:6]=[CH:5][C:4]=1[N:13]1[CH:17]=[C:16]([CH3:18])[N:15]=[CH:14]1.[BrH:19], predict the reaction product. The product is: [BrH:19].[CH3:18][C:16]1[N:15]=[CH:14][N:13]([C:4]2[C:3](=[O:2])[NH:8][C:7]([C:9]([OH:11])=[O:10])=[CH:6][CH:5]=2)[CH:17]=1.